This data is from Catalyst prediction with 721,799 reactions and 888 catalyst types from USPTO. The task is: Predict which catalyst facilitates the given reaction. Product: [CH2:1]([C:19]([CH2:21][CH2:22][CH2:23][CH2:24][CH2:25][CH2:26][CH2:27][CH2:28]/[CH:29]=[CH:30]\[CH2:31]/[CH:32]=[CH:33]\[CH2:34][CH2:35][CH2:36][CH2:37][CH3:38])=[O:20])[CH2:2][CH2:3][CH2:4][CH2:5][CH2:6][CH2:7][CH2:8]/[CH:9]=[CH:10]\[CH2:11]/[CH:12]=[CH:13]\[CH2:14][CH2:15][CH2:16][CH2:17][CH3:18]. Reactant: [CH2:1]([CH:19]([CH2:21][CH2:22][CH2:23][CH2:24][CH2:25][CH2:26][CH2:27][CH2:28]/[CH:29]=[CH:30]\[CH2:31]/[CH:32]=[CH:33]\[CH2:34][CH2:35][CH2:36][CH2:37][CH3:38])[OH:20])[CH2:2][CH2:3][CH2:4][CH2:5][CH2:6][CH2:7][CH2:8]/[CH:9]=[CH:10]\[CH2:11]/[CH:12]=[CH:13]\[CH2:14][CH2:15][CH2:16][CH2:17][CH3:18].C(=O)([O-])[O-].[K+].[K+].[Cr](Cl)([O-])(=O)=O.[NH+]1C=CC=CC=1.CCOCC. The catalyst class is: 2.